From a dataset of Forward reaction prediction with 1.9M reactions from USPTO patents (1976-2016). Predict the product of the given reaction. (1) The product is: [CH3:22][N:23]([CH2:30][C:31]1[CH:32]=[N:33][C:34]([C:37]2[CH:42]=[CH:41][C:40]([S:43]([CH3:46])(=[O:45])=[O:44])=[CH:39][CH:38]=2)=[CH:35][CH:36]=1)[CH:24]1[CH2:25][CH2:9][N:8]([C:1]([O:21][C@@H:19]([C:13]2[CH:18]=[CH:17][CH:16]=[CH:15][CH:14]=2)[CH3:20])=[O:2])[CH2:12][CH2:11]1. Given the reactants [C:1]([N:8]1[CH:12]=[CH:11]N=[CH:9]1)(N1C=CN=C1)=[O:2].[C:13]1([C@H:19]([OH:21])[CH3:20])[CH:18]=[CH:17][CH:16]=[CH:15][CH:14]=1.[CH3:22][N:23]([CH2:30][C:31]1[CH:32]=[N:33][C:34]([C:37]2[CH:42]=[CH:41][C:40]([S:43]([CH3:46])(=[O:45])=[O:44])=[CH:39][CH:38]=2)=[CH:35][CH:36]=1)[CH:24]1CCNC[CH2:25]1, predict the reaction product. (2) Given the reactants [Cl:1][C:2]1[C:7]([F:8])=[CH:6][CH:5]=[C:4]([O:9][CH3:10])[C:3]=1[C@H:11]([C:13]1[C:21]2[C:16](=[N:17][CH:18]=[C:19]([C:22]3[CH:23]=[N:24][N:25]([C@H:28]4[CH2:33][CH2:32][C@H:31]([C:34]([O:36]CC)=[O:35])[CH2:30][CH2:29]4)[C:26]=3[CH3:27])[CH:20]=2)[NH:15][CH:14]=1)[CH3:12].CO.[OH-].[Li+].O, predict the reaction product. The product is: [Cl:1][C:2]1[C:7]([F:8])=[CH:6][CH:5]=[C:4]([O:9][CH3:10])[C:3]=1[C@H:11]([C:13]1[C:21]2[C:16](=[N:17][CH:18]=[C:19]([C:22]3[CH:23]=[N:24][N:25]([C@H:28]4[CH2:33][CH2:32][C@H:31]([C:34]([OH:36])=[O:35])[CH2:30][CH2:29]4)[C:26]=3[CH3:27])[CH:20]=2)[NH:15][CH:14]=1)[CH3:12]. (3) Given the reactants [Br-].[C:2]1(B(O)O)[CH:7]=[CH:6][CH:5]=[CH:4][CH:3]=1.C(=O)([O-])[O-].[Na+].[Na+].[C:17]([O:20][CH2:21]C)(=[O:19])[CH3:18], predict the reaction product. The product is: [CH3:21][O:20][C:17](=[O:19])[CH2:18][C:4]1[CH:3]=[C:2]([C:2]2[CH:7]=[CH:6][CH:5]=[CH:4][CH:3]=2)[CH:7]=[CH:6][CH:5]=1. (4) Given the reactants [Cl:1][C:2]1[CH:7]=[C:6]([C:8]2[S:12][C:11]([CH3:13])=[N:10][CH:9]=2)[CH:5]=[CH:4][C:3]=1[C:14]1[C:26](=[O:27])[N:25]([CH2:28][CH3:29])[C:17]2[N:18]=[C:19](S(C)=O)[N:20]=[CH:21][C:16]=2[CH:15]=1.[CH2:30]([N:32]1[CH2:37][CH2:36][CH:35]([C:38]2[CH:44]=[CH:43][C:41]([NH2:42])=[CH:40][CH:39]=2)[CH2:34][CH2:33]1)[CH3:31], predict the reaction product. The product is: [Cl:1][C:2]1[CH:7]=[C:6]([C:8]2[S:12][C:11]([CH3:13])=[N:10][CH:9]=2)[CH:5]=[CH:4][C:3]=1[C:14]1[C:26](=[O:27])[N:25]([CH2:28][CH3:29])[C:17]2[N:18]=[C:19]([NH:42][C:41]3[CH:43]=[CH:44][C:38]([CH:35]4[CH2:34][CH2:33][N:32]([CH2:30][CH3:31])[CH2:37][CH2:36]4)=[CH:39][CH:40]=3)[N:20]=[CH:21][C:16]=2[CH:15]=1. (5) Given the reactants CS(Cl)(=O)=O.[Cl:6][C:7]1[CH:8]=[C:9]([CH:27]=[CH:28][C:29]=1[O:30][CH2:31][C:32]1[CH:37]=[CH:36][CH:35]=[C:34]([F:38])[CH:33]=1)[NH:10][C:11]1[C:16]([C:17]#[C:18][C:19]2[N:24]=[C:23]([CH2:25]O)[CH:22]=[CH:21][CH:20]=2)=[CH:15][N:14]=[CH:13][N:12]=1.[NH2:39][CH2:40][CH2:41][NH:42][C:43](=[O:45])[CH3:44].O, predict the reaction product. The product is: [Cl:6][C:7]1[CH:8]=[C:9]([CH:27]=[CH:28][C:29]=1[O:30][CH2:31][C:32]1[CH:37]=[CH:36][CH:35]=[C:34]([F:38])[CH:33]=1)[NH:10][C:11]1[C:16]([C:17]#[C:18][C:19]2[N:24]=[C:23]([CH2:25][NH:39][CH2:40][CH2:41][NH:42][C:43](=[O:45])[CH3:44])[CH:22]=[CH:21][CH:20]=2)=[CH:15][N:14]=[CH:13][N:12]=1. (6) Given the reactants [F:1][C:2]([F:18])([F:17])[C:3]1[N:8]=[CH:7][C:6]([C:9]2[N:14]=[CH:13][N:12]=[C:11]([C:15]#[N:16])[CH:10]=2)=[CH:5][CH:4]=1.[H][H], predict the reaction product. The product is: [F:18][C:2]([F:1])([F:17])[C:3]1[N:8]=[CH:7][C:6]([C:9]2[N:14]=[CH:13][N:12]=[C:11]([CH2:15][NH2:16])[CH:10]=2)=[CH:5][CH:4]=1. (7) Given the reactants [Cl:1][C:2]1[CH:3]=[C:4]([C@@H:12]([CH2:24][CH:25]2[CH2:29][CH2:28][CH2:27][CH2:26]2)[C:13]([NH:15][C:16]2[CH:21]=[N:20][C:19]([S:22][CH3:23])=[CH:18][N:17]=2)=[O:14])[CH:5]=[CH:6][C:7]=1[S:8]([CH3:11])(=[O:10])=[O:9].[Na].I([O-])(=O)(=O)=[O:32], predict the reaction product. The product is: [Cl:1][C:2]1[CH:3]=[C:4]([C@@H:12]([CH2:24][CH:25]2[CH2:26][CH2:27][CH2:28][CH2:29]2)[C:13]([NH:15][C:16]2[CH:21]=[N:20][C:19]([S:22]([CH3:23])=[O:32])=[CH:18][N:17]=2)=[O:14])[CH:5]=[CH:6][C:7]=1[S:8]([CH3:11])(=[O:10])=[O:9]. (8) The product is: [CH:28]1([NH:34][C:3]([C:4]2[CH:10]=[C:11]([C:13]3[CH:18]=[C:17]([F:19])[CH:16]=[CH:15][C:14]=3[O:20][CH3:21])[N:27]([CH2:26][CH2:25][CH:22]3[CH2:24][CH2:23]3)[C:5]=2[CH3:6])=[O:2])[CH2:33][CH2:32][CH2:31][CH2:30][CH2:29]1. Given the reactants C[O:2][C:3](=O)[CH2:4][C:5](=O)[CH3:6].Br[CH2:10][C:11]([C:13]1[CH:18]=[C:17]([F:19])[CH:16]=[CH:15][C:14]=1[O:20][CH3:21])=O.[CH:22]1([CH2:25][CH2:26][NH2:27])[CH2:24][CH2:23]1.[CH:28]1([NH2:34])[CH2:33][CH2:32][CH2:31][CH2:30][CH2:29]1, predict the reaction product. (9) Given the reactants [F:1][C:2]1[CH:10]=[CH:9][C:5]([C:6](Cl)=[O:7])=[CH:4][CH:3]=1.[Cl:11][C:12]1[CH:13]=[C:14]([C@@H:19]([CH2:35][NH:36][CH3:37])[CH2:20][CH2:21][N:22]2[CH2:27][CH2:26][CH:25]([N:28]3[CH2:33][CH2:32][CH2:31][CH2:30][C:29]3=[O:34])[CH2:24][CH2:23]2)[CH:15]=[CH:16][C:17]=1[Cl:18], predict the reaction product. The product is: [Cl:11][C:12]1[CH:13]=[C:14]([C@H:19]([CH2:20][CH2:21][N:22]2[CH2:23][CH2:24][CH:25]([N:28]3[CH2:33][CH2:32][CH2:31][CH2:30][C:29]3=[O:34])[CH2:26][CH2:27]2)[CH2:35][N:36]([CH3:37])[C:6](=[O:7])[C:5]2[CH:9]=[CH:10][C:2]([F:1])=[CH:3][CH:4]=2)[CH:15]=[CH:16][C:17]=1[Cl:18]. (10) Given the reactants [N:1]1[CH:6]=[CH:5][CH:4]=[C:3]([C@@H:7]2[CH2:9][O:8]2)[CH:2]=1.[NH2:10][C@H:11]([CH3:31])[CH2:12][C:13]1[C:21]2[C:16](=[C:17]([O:22][CH2:23][C:24]([N:26]([CH2:29][CH3:30])[CH2:27][CH3:28])=[O:25])[CH:18]=[CH:19][CH:20]=2)[NH:15][CH:14]=1, predict the reaction product. The product is: [CH2:29]([N:26]([CH2:27][CH3:28])[C:24](=[O:25])[CH2:23][O:22][C:17]1[CH:18]=[CH:19][CH:20]=[C:21]2[C:16]=1[NH:15][CH:14]=[C:13]2[CH2:12][C@H:11]([NH:10][CH2:9][C@H:7]([OH:8])[C:3]1[CH:2]=[N:1][CH:6]=[CH:5][CH:4]=1)[CH3:31])[CH3:30].